This data is from Catalyst prediction with 721,799 reactions and 888 catalyst types from USPTO. The task is: Predict which catalyst facilitates the given reaction. (1) Reactant: [CH2:1]([C:8]1[N:12]([C:13]2[CH:18]=[CH:17][C:16]([C:19]([NH:21][CH2:22][CH3:23])=[O:20])=[CH:15][CH:14]=2)[N:11]=[N:10][C:9]=1[C:24](O)=[O:25])[C:2]1[CH:7]=[CH:6][CH:5]=[CH:4][CH:3]=1.C1C=C[C:30]2N(O)N=[N:33][C:31]=2[CH:32]=1.C1(N)CC1.CCN=C=NCCCN(C)C.C(=O)([O-])O.[Na+]. Product: [CH2:1]([C:8]1[N:12]([C:13]2[CH:18]=[CH:17][C:16]([C:19]([NH:21][CH2:22][CH3:23])=[O:20])=[CH:15][CH:14]=2)[N:11]=[N:10][C:9]=1[C:24]([NH:33][CH:31]1[CH2:32][CH2:30]1)=[O:25])[C:2]1[CH:7]=[CH:6][CH:5]=[CH:4][CH:3]=1. The catalyst class is: 444. (2) Reactant: [OH-].[Na+].[Cl:3][C:4]1[CH:5]=[C:6]([CH2:19][C:20]2[N:25]=[C:24]([C:26]([O:28]CC)=[O:27])[CH:23]=[CH:22][CH:21]=2)[C:7]2[O:11][C:10]([C:12]3[CH:17]=[CH:16][CH:15]=[CH:14][CH:13]=3)=[CH:9][C:8]=2[CH:18]=1. Product: [Cl:3][C:4]1[CH:5]=[C:6]([CH2:19][C:20]2[N:25]=[C:24]([C:26]([OH:28])=[O:27])[CH:23]=[CH:22][CH:21]=2)[C:7]2[O:11][C:10]([C:12]3[CH:13]=[CH:14][CH:15]=[CH:16][CH:17]=3)=[CH:9][C:8]=2[CH:18]=1. The catalyst class is: 8. (3) Reactant: [Br:1][C:2]1[CH:7]=[C:6](Br)[CH:5]=[C:4]([CH3:9])[N:3]=1.[Li]CCCC.[CH3:15][C:16]([CH3:18])=[O:17]. Product: [Br:1][C:2]1[CH:7]=[C:6]([C:16]([OH:17])([CH3:18])[CH3:15])[CH:5]=[C:4]([CH3:9])[N:3]=1. The catalyst class is: 27. (4) Reactant: [CH2:1]([O:8][C:9]([NH:11][C:12]1[C:13]([CH3:47])=[C:14]([C:18]2[C:30]3[C:29]4[C:24](=[CH:25][C:26]([N:31]5[CH2:35][CH2:34][CH:33]([O:36][Si:37]([C:40]([CH3:43])([CH3:42])[CH3:41])([CH3:39])[CH3:38])[CH2:32]5)=[CH:27][CH:28]=4)[NH:23][C:22]=3[C:21]([C:44](O)=[O:45])=[N:20][CH:19]=2)[CH:15]=[CH:16][CH:17]=1)=[O:10])[C:2]1[CH:7]=[CH:6][CH:5]=[CH:4][CH:3]=1.[Cl-].[NH4+].F[P-](F)(F)(F)(F)F.[N:57]1(O[P+](N(C)C)(N(C)C)N(C)C)C2C=CC=CC=2N=N1.CCN(C(C)C)C(C)C.CN1CCOCC1. Product: [Si:37]([O:36][CH:33]1[CH2:34][CH2:35][N:31]([C:26]2[CH:25]=[C:24]3[C:29]([C:30]4[C:18]([C:14]5[C:13]([CH3:47])=[C:12]([NH:11][C:9](=[O:10])[O:8][CH2:1][C:2]6[CH:3]=[CH:4][CH:5]=[CH:6][CH:7]=6)[CH:17]=[CH:16][CH:15]=5)=[CH:19][N:20]=[C:21]([C:44](=[O:45])[NH2:57])[C:22]=4[NH:23]3)=[CH:28][CH:27]=2)[CH2:32]1)([C:40]([CH3:43])([CH3:41])[CH3:42])([CH3:39])[CH3:38]. The catalyst class is: 18. (5) Reactant: [NH:1]([C:20]([O:22][CH2:23][C:24]1[CH:29]=[CH:28][CH:27]=[CH:26][CH:25]=1)=[O:21])[C@H:2]([C:10]([O:12]CC1C=CC=CC=1)=O)[CH2:3][C:4]1[CH:9]=[CH:8][CH:7]=[CH:6][CH:5]=1.Cl.[NH2:31][CH2:32][C:33]([NH2:35])=[O:34].CCN(CC)CC. Product: [NH:1]([C:20]([O:22][CH2:23][C:24]1[CH:25]=[CH:26][CH:27]=[CH:28][CH:29]=1)=[O:21])[C@H:2]([C:10]([NH:31][CH2:32][C:33]([NH2:35])=[O:34])=[O:12])[CH2:3][C:4]1[CH:5]=[CH:6][CH:7]=[CH:8][CH:9]=1. The catalyst class is: 303. (6) Reactant: [OH:1][C@H:2]1[CH2:7][CH2:6][CH2:5][CH2:4][C@@H:3]1[N:8]1[CH2:20][C:19]2[C:10](=[CH:11][CH:12]=[C:13]3[C:18]=2[N:17]=[CH:16][CH:15]=[CH:14]3)[C:9]1=[O:21].C([O:25][CH2:26][CH3:27])(=O)C. Product: [OH:1][C@H:2]1[CH2:7][CH2:6][CH2:5][CH2:4][C@@H:3]1[N:8]1[CH2:20][C:19]2[C:18]3[C:13](=[CH:14][CH2:15][CH2:16][N:17]=3)[C:12]([CH2:11][CH:10]3[CH2:19][CH2:27][C:26](=[O:25])[NH:8][CH2:9]3)=[CH:11][C:10]=2[C:9]1=[O:21]. The catalyst class is: 29. (7) Product: [NH2:7][CH2:8][CH2:9][CH2:10][N:11]1[C:23]2[C:22]3[CH:21]=[CH:20][CH:19]=[CH:18][C:17]=3[N:16]=[C:15]([NH2:24])[C:14]=2[N:13]=[C:12]1[CH2:25][CH2:26][CH2:27][CH3:28]. The catalyst class is: 2. Reactant: C(OC(=O)[NH:7][CH2:8][CH2:9][CH2:10][N:11]1[C:23]2[C:22]3[CH:21]=[CH:20][CH:19]=[CH:18][C:17]=3[N:16]=[C:15]([NH2:24])[C:14]=2[N:13]=[C:12]1[CH2:25][CH2:26][CH2:27][CH3:28])(C)(C)C.C(O)(C(F)(F)F)=O.